Predict the reaction yield, written as a fraction of the theoretical maximum amount of product (1.0 means a 100% yield; for example, 0.34 means a 34% yield). From a dataset of Reaction yield outcomes from USPTO patents with 853,638 reactions. The reactants are [CH2:1]([N:3]([CH2:21][CH3:22])[C:4]([C:6]1[CH:20]=[CH:19][C:9]([CH2:10][C:11]2[CH:16]=[CH:15][CH:14]=[CH:13][C:12]=2[O:17]C)=[CH:8][CH:7]=1)=[O:5])[CH3:2].B(Br)(Br)Br. The catalyst is ClCCl. The product is [CH2:21]([N:3]([CH2:1][CH3:2])[C:4]([C:6]1[CH:20]=[CH:19][C:9]([CH2:10][C:11]2[CH:16]=[CH:15][CH:14]=[CH:13][C:12]=2[OH:17])=[CH:8][CH:7]=1)=[O:5])[CH3:22]. The yield is 0.790.